Task: Predict the reaction yield, written as a fraction of the theoretical maximum amount of product (1.0 means a 100% yield; for example, 0.34 means a 34% yield).. Dataset: Reaction yield outcomes from USPTO patents with 853,638 reactions (1) The reactants are [N+:1]([C:4]1[C:5]([C:14]([C:16]2[CH:21]=[CH:20][C:19]([O:22][C:23]([F:26])([F:25])[F:24])=[CH:18][CH:17]=2)=[O:15])=[CH:6][CH:7]=[C:8]2[C:13]=1[N:12]=[CH:11][CH:10]=[CH:9]2)([O-])=O. The catalyst is [Pd].C1COCC1. The product is [NH2:1][C:4]1[C:5]([C:14]([C:16]2[CH:21]=[CH:20][C:19]([O:22][C:23]([F:26])([F:24])[F:25])=[CH:18][CH:17]=2)=[O:15])=[CH:6][CH:7]=[C:8]2[C:13]=1[N:12]=[CH:11][CH:10]=[CH:9]2. The yield is 0.880. (2) The reactants are Cl[C:2]1[C:3]2[N:4]([CH:10]=[C:11]([N+:13]([O-:15])=[O:14])[CH:12]=2)[N:5]=[CH:6][C:7]=1[C:8]#[N:9].Cl.[CH3:17][C@@H:18]1[CH2:23][CH2:22][CH2:21][CH2:20][C@@H:19]1[NH2:24]. The catalyst is CN(C=O)C.CCOC(C)=O. The product is [CH3:17][C@@H:18]1[CH2:23][CH2:22][CH2:21][CH2:20][C@@H:19]1[NH:24][C:2]1[C:3]2[N:4]([CH:10]=[C:11]([N+:13]([O-:15])=[O:14])[CH:12]=2)[N:5]=[CH:6][C:7]=1[C:8]#[N:9]. The yield is 0.990. (3) The reactants are [C:1]([N:20]1[CH:24]=[CH:23][N:22]=[C:21]1[CH2:25][CH2:26][CH2:27][OH:28])([C:14]1[CH:19]=[CH:18][CH:17]=[CH:16][CH:15]=1)([C:8]1[CH:13]=[CH:12][CH:11]=[CH:10][CH:9]=1)[C:2]1[CH:7]=[CH:6][CH:5]=[CH:4][CH:3]=1.CC(OI1(OC(C)=O)(OC(C)=O)OC(=O)C2C=CC=CC1=2)=O. The catalyst is C(Cl)Cl.CCOC(C)=O. The product is [C:1]([N:20]1[CH:24]=[CH:23][N:22]=[C:21]1[CH2:25][CH2:26][CH:27]=[O:28])([C:14]1[CH:15]=[CH:16][CH:17]=[CH:18][CH:19]=1)([C:8]1[CH:9]=[CH:10][CH:11]=[CH:12][CH:13]=1)[C:2]1[CH:7]=[CH:6][CH:5]=[CH:4][CH:3]=1. The yield is 0.890. (4) The reactants are [CH3:1][C@H:2]1[CH2:11][C:9](=[O:10])[C:5](=[C:6]([CH3:8])[CH3:7])[CH2:4][CH2:3]1.C([O-])(O)=[O:13].[Na+].Cl.[CH3:18][CH2:19]OCC. The catalyst is BrBr.CC[O-].[Na+].O. The product is [CH3:1][C@@H:2]1[CH2:3][CH2:4][C:5](=[C:6]([CH3:7])[CH3:8])[CH:11]1[C:9]([O:10][CH2:18][CH3:19])=[O:13]. The yield is 0.640. (5) The reactants are [CH3:1][O:2][C:3]1[CH:8]=[CH:7][CH:6]=[CH:5][C:4]=1[N:9]1[CH2:14][CH2:13][NH:12][CH2:11][CH2:10]1.C(=O)([O-])[O-].[K+].[K+].Cl[CH2:22][C:23]([NH:25][C:26]1[CH:31]=[CH:30][CH:29]=[CH:28][N:27]=1)=[O:24].[I-].[Na+]. The catalyst is CN(C=O)C. The product is [CH3:1][O:2][C:3]1[CH:8]=[CH:7][CH:6]=[CH:5][C:4]=1[N:9]1[CH2:14][CH2:13][N:12]([CH2:22][C:23]([NH:25][C:26]2[CH:31]=[CH:30][CH:29]=[CH:28][N:27]=2)=[O:24])[CH2:11][CH2:10]1. The yield is 0.770.